From a dataset of Forward reaction prediction with 1.9M reactions from USPTO patents (1976-2016). Predict the product of the given reaction. (1) The product is: [CH2:27]([O:26][C:23]1[CH:24]=[CH:25][N:20]([C:17]2[CH:18]=[N:19][C:14]([N:11]3[CH2:12][CH2:13][C@H:9]([NH:8][C:5](=[O:6])[CH2:4][CH2:3][CH2:2][Cl:1])[CH2:10]3)=[CH:15][CH:16]=2)[C:21](=[O:34])[CH:22]=1)[C:28]1[CH:29]=[CH:30][CH:31]=[CH:32][CH:33]=1. Given the reactants [Cl:1][CH2:2][CH2:3][CH2:4][C:5](Cl)=[O:6].[NH2:8][C@H:9]1[CH2:13][CH2:12][N:11]([C:14]2[N:19]=[CH:18][C:17]([N:20]3[CH:25]=[CH:24][C:23]([O:26][CH2:27][C:28]4[CH:33]=[CH:32][CH:31]=[CH:30][CH:29]=4)=[CH:22][C:21]3=[O:34])=[CH:16][CH:15]=2)[CH2:10]1.C(N(CC)CC)C, predict the reaction product. (2) Given the reactants [CH3:1][C:2]1[C:14]([N+:15]([O-:17])=[O:16])=[C:13]([CH3:18])[CH:12]=[C:11]2[C:3]=1[C:4]1[CH2:5][CH2:6][CH2:7][CH2:8][C:9]=1[NH:10]2.C([C:21]1[C:27](=[O:28])C(Cl)=C(Cl)C(=O)C=1C#N)#N.[O:33]1CCO[CH2:35][CH2:34]1, predict the reaction product. The product is: [CH3:35][CH2:34][O:33][C:27]([CH3:21])=[O:28].[CH3:13][CH2:14][CH2:2][CH:3]([CH3:11])[CH3:4].[CH3:18][C:13]1[C:14]([N+:15]([O-:17])=[O:16])=[C:2]([CH3:1])[C:3]2[C:4]3[C:9](=[CH:8][CH:7]=[CH:6][CH:5]=3)[NH:10][C:11]=2[CH:12]=1. (3) Given the reactants Br[C:2]1[C:10]2[C:5](=[CH:6][CH:7]=[CH:8][CH:9]=2)[N:4]([C:11]2[N:15]=[C:14]([CH:16]3[CH2:21][CH2:20][N:19]([CH2:22][CH2:23][CH2:24][O:25][CH3:26])[CH2:18][CH2:17]3)[O:13][N:12]=2)[N:3]=1.[C:27]1(B2OC(C)(C)C(C)(C)O2)[CH2:32][CH2:31][CH2:30][CH2:29][CH:28]=1.C(=O)([O-])[O-].[K+].[K+], predict the reaction product. The product is: [C:27]1([C:2]2[C:10]3[C:5](=[CH:6][CH:7]=[CH:8][CH:9]=3)[N:4]([C:11]3[N:15]=[C:14]([CH:16]4[CH2:21][CH2:20][N:19]([CH2:22][CH2:23][CH2:24][O:25][CH3:26])[CH2:18][CH2:17]4)[O:13][N:12]=3)[N:3]=2)[CH2:32][CH2:31][CH2:30][CH2:29][CH:28]=1. (4) Given the reactants [F:1][C:2]1[CH:7]=[C:6]([N+:8]([O-:10])=[O:9])[CH:5]=[C:4]([CH2:11][NH:12][CH3:13])[C:3]=1[OH:14].CCN(C(C)C)C(C)C.[CH2:24]([O:31][C:32]([O:34]N1C(=O)CCC1=O)=O)[C:25]1[CH:30]=[CH:29][CH:28]=[CH:27][CH:26]=1, predict the reaction product. The product is: [F:1][C:2]1[C:3]([OH:14])=[C:4]([CH:5]=[C:6]([N+:8]([O-:10])=[O:9])[CH:7]=1)[CH2:11][N:12]([CH3:13])[C:32](=[O:34])[O:31][CH2:24][C:25]1[CH:26]=[CH:27][CH:28]=[CH:29][CH:30]=1. (5) The product is: [F:1][C:2]1[CH:29]=[C:28]([F:30])[CH:27]=[CH:26][C:3]=1[O:4][C:5]1[CH:10]=[CH:9][C:8]([CH2:11][S:12]([CH2:15][CH3:16])(=[O:13])=[O:14])=[CH:7][C:6]=1[C:32]1[N:37]2[CH:38]=[N:39][CH:40]=[C:36]2[C:35](=[O:41])[N:34]([CH3:42])[CH:33]=1. Given the reactants [F:1][C:2]1[CH:29]=[C:28]([F:30])[CH:27]=[CH:26][C:3]=1[O:4][C:5]1[CH:10]=[CH:9][C:8]([CH2:11][S:12]([CH2:15][CH3:16])(=[O:14])=[O:13])=[CH:7][C:6]=1B1OC(C)(C)C(C)(C)O1.Br[C:32]1[N:37]2[CH:38]=[N:39][CH:40]=[C:36]2[C:35](=[O:41])[N:34]([CH3:42])[CH:33]=1.[O-]P([O-])([O-])=O.[K+].[K+].[K+], predict the reaction product. (6) Given the reactants [C:9](O[C:9]([O:11][C:12]([CH3:15])([CH3:14])[CH3:13])=[O:10])([O:11][C:12]([CH3:15])([CH3:14])[CH3:13])=[O:10].[NH2:16][C:17]1[CH:22]=[CH:21][C:20]([CH2:23][CH2:24][C:25]([O:27][CH2:28][CH3:29])=[O:26])=[C:19]([F:30])[CH:18]=1, predict the reaction product. The product is: [C:12]([O:11][C:9]([NH:16][C:17]1[CH:22]=[CH:21][C:20]([CH2:23][CH2:24][C:25]([O:27][CH2:28][CH3:29])=[O:26])=[C:19]([F:30])[CH:18]=1)=[O:10])([CH3:13])([CH3:14])[CH3:15]. (7) Given the reactants [N+:1]([C:4]1[CH:17]=[CH:16][CH:15]=[CH:14][C:5]=1[CH:6]=[C:7]1[S:11][C:10](=[O:12])[NH:9][C:8]1=[O:13])([O-])=O, predict the reaction product. The product is: [NH2:1][C:4]1[CH:17]=[CH:16][CH:15]=[CH:14][C:5]=1[CH:6]=[C:7]1[S:11][C:10](=[O:12])[NH:9][C:8]1=[O:13]. (8) Given the reactants Br[C:2]1[CH:7]=[CH:6][CH:5]=[C:4]([CH3:8])[C:3]=1[F:9].C([Li])CCC.[F:15][CH2:16][C:17](OCC)=[O:18], predict the reaction product. The product is: [F:15][CH2:16][C:17]([C:2]1[CH:7]=[CH:6][CH:5]=[C:4]([CH3:8])[C:3]=1[F:9])=[O:18]. (9) Given the reactants C([N:8]1[CH2:13][CH:12]=[C:11]([C:14]2[CH:19]=[CH:18][C:17]([C:20]([F:23])([F:22])[F:21])=[CH:16][CH:15]=2)[CH2:10][CH2:9]1)C1C=CC=CC=1.ClC(OC(Cl)=O)C, predict the reaction product. The product is: [F:23][C:20]([F:21])([F:22])[C:17]1[CH:16]=[CH:15][C:14]([C:11]2[CH2:12][CH2:13][NH:8][CH2:9][CH:10]=2)=[CH:19][CH:18]=1.